This data is from Forward reaction prediction with 1.9M reactions from USPTO patents (1976-2016). The task is: Predict the product of the given reaction. (1) Given the reactants [CH3:1][N:2]1[CH2:7][CH2:6][N:5]([C:8]2[N:17]=[C:16]3[C:11]([CH:12]=[C:13]([C:19](O)=[O:20])[C:14](=[O:18])[NH:15]3)=[CH:10][CH:9]=2)[CH2:4][CH2:3]1.Cl.[CH3:23][O:24][C:25](=[O:34])[C:26]1[CH:31]=[CH:30][C:29]([CH3:32])=[C:28]([NH2:33])[CH:27]=1.CN(C(ON1N=NC2C=CC=NC1=2)=[N+](C)C)C.F[P-](F)(F)(F)(F)F.C(N(CC)CC)C, predict the reaction product. The product is: [CH3:23][O:24][C:25](=[O:34])[C:26]1[CH:31]=[CH:30][C:29]([CH3:32])=[C:28]([NH:33][C:19]([C:13]2[C:14](=[O:18])[NH:15][C:16]3[C:11]([CH:12]=2)=[CH:10][CH:9]=[C:8]([N:5]2[CH2:6][CH2:7][N:2]([CH3:1])[CH2:3][CH2:4]2)[N:17]=3)=[O:20])[CH:27]=1. (2) The product is: [N+:24]([C:22]1[CH:21]=[CH:20][C:18]2[NH:19][C:15]([N:4]3[CH2:5][CH2:6][N:1]([C:7]([O:9][C:10]([CH3:13])([CH3:12])[CH3:11])=[O:8])[CH2:2][CH2:3]3)=[N:16][C:17]=2[CH:23]=1)([O-:26])=[O:25]. Given the reactants [N:1]1([C:7]([O:9][C:10]([CH3:13])([CH3:12])[CH3:11])=[O:8])[CH2:6][CH2:5][NH:4][CH2:3][CH2:2]1.Cl[C:15]1[NH:19][C:18]2[CH:20]=[CH:21][C:22]([N+:24]([O-:26])=[O:25])=[CH:23][C:17]=2[N:16]=1, predict the reaction product. (3) Given the reactants C([O:8][C@@H:9]([C@@H:11]1[N:16]2[C:17]3[C:26]4[C:21](=[CH:22][CH:23]=[CH:24][CH:25]=4)[N:20]=[C:19]([NH2:27])[C:18]=3[N:28]=[C:15]2[CH2:14][O:13][CH2:12]1)[CH3:10])C1C=CC=CC=1.Cl, predict the reaction product. The product is: [NH2:27][C:19]1[C:18]2[N:28]=[C:15]3[CH2:14][O:13][CH2:12][C@H:11]([C@H:9]([OH:8])[CH3:10])[N:16]3[C:17]=2[C:26]2[C:21](=[CH:22][CH:23]=[CH:24][CH:25]=2)[N:20]=1. (4) Given the reactants [F:1][C:2]([F:15])([F:14])[S:3]([O:6]S(C(F)(F)F)(=O)=O)(=[O:5])=[O:4].O[C:17]1[CH:21]([CH3:22])[O:20][C:19](=[O:23])[C:18]=1[CH3:24].C(N(CC)C(C)C)(C)C, predict the reaction product. The product is: [F:1][C:2]([F:15])([F:14])[S:3]([O:6][C:17]1[CH:21]([CH3:22])[O:20][C:19](=[O:23])[C:18]=1[CH3:24])(=[O:5])=[O:4]. (5) Given the reactants [NH2:1][C:2]1[C:12]2[CH2:11][CH2:10][N:9](C(OC(C)(C)C)=[O:14])[CH2:8][CH2:7][C:6]=2[CH:5]=[CH:4][C:3]=1[OH:20].[CH3:21][N:22]1[C:26]([C:27](Cl)=[O:28])=[CH:25][C:24]([CH3:30])=[N:23]1.CN(C)C=O, predict the reaction product. The product is: [CH3:21][N:22]1[C:26]([C:27]2[O:20][C:3]3[CH:4]=[CH:5][C:6]4[CH2:7][CH2:8][NH:9][CH2:10][CH2:11][C:12]=4[C:2]=3[N:1]=2)=[CH:25][C:24]([CH3:30])=[N:23]1.[CH3:21][N:22]1[C:26]([C:27]([OH:14])=[O:28])=[CH:25][C:24]([CH3:30])=[N:23]1.